Dataset: Forward reaction prediction with 1.9M reactions from USPTO patents (1976-2016). Task: Predict the product of the given reaction. (1) Given the reactants [C:1]1([C@@H:7]2[CH2:12][CH2:11][C@H:10]([CH2:13][NH2:14])[CH2:9][CH2:8]2)[CH:6]=[CH:5][CH:4]=[CH:3][CH:2]=1.[Cl:15][C:16]1[CH:21]=[CH:20][C:19]([S:22](Cl)(=[O:24])=[O:23])=[CH:18][CH:17]=1.CCN(CC)CC, predict the reaction product. The product is: [Cl:15][C:16]1[CH:21]=[CH:20][C:19]([S:22]([NH:14][CH2:13][C@H:10]2[CH2:11][CH2:12][C@@H:7]([C:1]3[CH:6]=[CH:5][CH:4]=[CH:3][CH:2]=3)[CH2:8][CH2:9]2)(=[O:24])=[O:23])=[CH:18][CH:17]=1. (2) Given the reactants [NH:1]1[C:11]2[C:6](=[CH:7][CH:8]=[CH:9][CH:10]=2)[C:4](=O)[C:2]1=[O:3].[CH2:12]([C:18]([NH:20][NH2:21])=[O:19])[CH2:13][CH2:14][CH2:15][CH2:16]C, predict the reaction product. The product is: [CH2:2]([N:1]1[C:11]2[C:6](=[CH:7][CH:8]=[CH:9][CH:10]=2)/[C:4](=[N:21]/[NH:20][C:18](=[O:19])[CH2:12][CH2:13][CH2:14][CH2:15][CH3:16])/[C:2]1=[O:3])[CH2:4][CH2:6][CH2:7][CH2:8][CH3:9]. (3) Given the reactants [CH3:1][C:2]([NH:5][CH2:6][C@H:7]([OH:17])[C:8]1[CH:9]=[CH:10][C:11]([OH:16])=[C:12]([CH2:14][OH:15])[CH:13]=1)([CH3:4])[CH3:3].Cl.C(O)C, predict the reaction product. The product is: [CH3:4][C:2]([NH:5][CH2:6][C@H:7]([OH:17])[C:8]1[CH:9]=[CH:10][C:11]([OH:16])=[C:12]([CH2:14][OH:15])[CH:13]=1)([CH3:1])[CH3:3].